From a dataset of Reaction yield outcomes from USPTO patents with 853,638 reactions. Predict the reaction yield, written as a fraction of the theoretical maximum amount of product (1.0 means a 100% yield; for example, 0.34 means a 34% yield). (1) The reactants are [C:1]([CH2:3][CH:4]1[CH2:7][N:6]([CH:8]([C:15]2[CH:20]=[CH:19][CH:18]=[CH:17][CH:16]=2)[C:9]2[CH:14]=[CH:13][CH:12]=[CH:11][CH:10]=2)[CH2:5]1)#[N:2].[H-].[H-].[H-].[H-].[Li+].[Al+3].[H-].[NH4+].[Cl-]. The catalyst is C1COCC1. The product is [NH2:2][CH2:1][CH2:3][CH:4]1[CH2:7][N:6]([CH:8]([C:15]2[CH:20]=[CH:19][CH:18]=[CH:17][CH:16]=2)[C:9]2[CH:10]=[CH:11][CH:12]=[CH:13][CH:14]=2)[CH2:5]1. The yield is 0.870. (2) The reactants are Br[C:2]1[CH:3]=[C:4]2[C:8](=[C:9]([C:11]([NH2:13])=[O:12])[CH:10]=1)[NH:7][CH:6]=[C:5]2[CH:14]1[CH2:19][CH2:18][N:17]([S:20]([CH2:23][CH3:24])(=[O:22])=[O:21])[CH2:16][CH2:15]1.[F:25][C:26]1[CH:31]=[CH:30][C:29]([SH:32])=[CH:28][CH:27]=1.C(O)CO.C(=O)([O-])[O-].[K+].[K+]. The catalyst is C(O)(C)C.[Cu](I)I. The product is [CH2:23]([S:20]([N:17]1[CH2:18][CH2:19][CH:14]([C:5]2[C:4]3[C:8](=[C:9]([C:11]([NH2:13])=[O:12])[CH:10]=[C:2]([S:32][C:29]4[CH:30]=[CH:31][C:26]([F:25])=[CH:27][CH:28]=4)[CH:3]=3)[NH:7][CH:6]=2)[CH2:15][CH2:16]1)(=[O:22])=[O:21])[CH3:24]. The yield is 0.140.